Predict the reactants needed to synthesize the given product. From a dataset of Full USPTO retrosynthesis dataset with 1.9M reactions from patents (1976-2016). (1) Given the product [NH2:16][C:12]1[N:11]=[C:10]([CH2:17][CH2:18][CH2:19][CH2:20][CH2:21][CH2:22][CH2:23][CH2:24][CH2:25][CH2:26][OH:27])[C:9]([OH:8])=[C:14]([CH3:15])[N:13]=1, predict the reactants needed to synthesize it. The reactants are: C([O:8][C:9]1[C:10]([CH2:17][CH2:18][CH2:19][CH2:20][CH2:21][CH2:22][CH2:23][CH2:24][CH2:25][CH2:26][O:27]COC)=[N:11][C:12]([NH2:16])=[N:13][C:14]=1[CH3:15])C1C=CC=CC=1. (2) Given the product [Cl:8][C:6]1[CH:5]=[C:4](/[CH:9]=[CH:10]/[C:11]([N:13]2[CH2:14][CH2:15][CH:16]([CH2:19][CH2:20][N:21]([CH3:22])[C:29]([C:26]3[O:25][C:24](=[O:23])[NH:28][CH:27]=3)=[O:31])[CH2:17][CH2:18]2)=[O:12])[CH:3]=[C:2]([Cl:1])[CH:7]=1, predict the reactants needed to synthesize it. The reactants are: [Cl:1][C:2]1[CH:3]=[C:4](/[CH:9]=[CH:10]/[C:11]([N:13]2[CH2:18][CH2:17][CH:16]([CH2:19][CH2:20][NH:21][CH3:22])[CH2:15][CH2:14]2)=[O:12])[CH:5]=[C:6]([Cl:8])[CH:7]=1.[O:23]=[C:24]1[NH:28][CH:27]=[C:26]([C:29]([OH:31])=O)[O:25]1.CCN(C(C)C)C(C)C.C(P1(=O)OP(CCC)(=O)OP(CCC)(=O)O1)CC.